The task is: Predict the product of the given reaction.. This data is from Forward reaction prediction with 1.9M reactions from USPTO patents (1976-2016). (1) Given the reactants N1C=CC=CC=1.F.[CH3:8][O:9][C:10]([CH:12]1[CH:16]([C@H:17]([CH3:27])[CH2:18][O:19][Si](C(C)(C)C)(C)C)[CH2:15][N:14]([C:28]([O:30][CH2:31][C:32]2[CH:37]=[CH:36][CH:35]=[CH:34][CH:33]=2)=[O:29])[CH2:13]1)=[O:11], predict the reaction product. The product is: [CH3:8][O:9][C:10]([CH:12]1[CH:16]([C@H:17]([CH3:27])[CH2:18][OH:19])[CH2:15][N:14]([C:28]([O:30][CH2:31][C:32]2[CH:37]=[CH:36][CH:35]=[CH:34][CH:33]=2)=[O:29])[CH2:13]1)=[O:11]. (2) Given the reactants N1CCCC1.C([O:9][C:10]1[C:22]([C:23]([F:26])([F:25])[F:24])=[CH:21][CH:20]=[C:19]([CH2:27][O:28][C:29]2[CH:34]=[CH:33][C:32]([C:35]3[CH:40]=[CH:39][C:38]([CH2:41][C:42]([O:44]CC=C)=[O:43])=[CH:37][CH:36]=3)=[C:31]([Cl:48])[CH:30]=2)[C:11]=1[C:12]([O:14][C:15]([CH3:18])([CH3:17])[CH3:16])=[O:13])C=C, predict the reaction product. The product is: [C:15]([O:14][C:12]([C:11]1[C:10]([OH:9])=[C:22]([C:23]([F:26])([F:24])[F:25])[CH:21]=[CH:20][C:19]=1[CH2:27][O:28][C:29]1[CH:34]=[CH:33][C:32]([C:35]2[CH:36]=[CH:37][C:38]([CH2:41][C:42]([OH:44])=[O:43])=[CH:39][CH:40]=2)=[C:31]([Cl:48])[CH:30]=1)=[O:13])([CH3:18])([CH3:16])[CH3:17]. (3) Given the reactants [CH3:1][O:2][C:3]1[CH:8]=[CH:7][CH:6]=[CH:5][C:4]=1[Mg]Br.[I:11][C:12]1[CH:13]=[C:14]2[C:18](=[CH:19][CH:20]=1)[NH:17][C:16](=[O:21])[C:15]2=[O:22], predict the reaction product. The product is: [OH:22][C:15]1([C:4]2[CH:5]=[CH:6][CH:7]=[CH:8][C:3]=2[O:2][CH3:1])[C:14]2[C:18](=[CH:19][CH:20]=[C:12]([I:11])[CH:13]=2)[NH:17][C:16]1=[O:21]. (4) Given the reactants C1(=O)C2C(=CC=CC=2)CO1.Cl.CN.[F:14][C:15]([F:20])([F:19])[C:16]([OH:18])=[O:17].[NH2:21][CH2:22][C:23]1[CH:33]=[CH:32][CH:31]=[CH:30][C:24]=1[C:25]([NH:27][CH2:28]C)=[O:26], predict the reaction product. The product is: [F:14][C:15]([F:20])([F:19])[C:16]([OH:18])=[O:17].[NH2:21][CH2:22][C:23]1[CH:33]=[CH:32][CH:31]=[CH:30][C:24]=1[C:25]([NH:27][CH3:28])=[O:26].